This data is from Reaction yield outcomes from USPTO patents with 853,638 reactions. The task is: Predict the reaction yield, written as a fraction of the theoretical maximum amount of product (1.0 means a 100% yield; for example, 0.34 means a 34% yield). (1) The reactants are Br[C:2]1[CH:7]=[CH:6][C:5]([O:8][CH2:9][CH2:10][CH2:11][C:12]([F:15])([F:14])[F:13])=[CH:4][CH:3]=1.[C:16]([O:21][CH2:22][CH3:23])(=[O:20])/[CH:17]=[CH:18]/[CH3:19].C1(N(C)C2CCCCC2)CCCCC1. The catalyst is [Cl-].C([N+](CC)(CC)CC)C.C([O-])(=O)C.[Pd+2].C([O-])(=O)C.CC(N(C)C)=O. The product is [F:13][C:12]([F:15])([F:14])[CH2:11][CH2:10][CH2:9][O:8][C:5]1[CH:6]=[CH:7][C:2](/[C:18](/[CH3:19])=[CH:17]/[C:16]([O:21][CH2:22][CH3:23])=[O:20])=[CH:3][CH:4]=1. The yield is 0.490. (2) The catalyst is CN(C=O)C.C(OCC)(=O)C.O. The yield is 0.150. The reactants are [Cl:1][C:2]1[CH:3]=[C:4]([S:8]([NH:11][C:12]2[CH:13]=[C:14]([CH:18]=[CH:19][CH:20]=2)[C:15]([OH:17])=O)(=[O:10])=[O:9])[CH:5]=[CH:6][CH:7]=1.C([O:23][C:24](=[O:33])[C:25]1[CH:30]=[CH:29][C:28]([NH2:31])=[CH:27][C:26]=1[F:32])C.C(N(C(C)C)CC)(C)C.CN(C(ON1N=NC2C=CC=NC1=2)=[N+](C)C)C.F[P-](F)(F)(F)(F)F. The product is [Cl:1][C:2]1[CH:3]=[C:4]([S:8]([NH:11][C:12]2[CH:13]=[C:14]([CH:18]=[CH:19][CH:20]=2)[C:15]([NH:31][C:28]2[CH:29]=[CH:30][C:25]([C:24]([OH:33])=[O:23])=[C:26]([F:32])[CH:27]=2)=[O:17])(=[O:9])=[O:10])[CH:5]=[CH:6][CH:7]=1.